From a dataset of Reaction yield outcomes from USPTO patents with 853,638 reactions. Predict the reaction yield, written as a fraction of the theoretical maximum amount of product (1.0 means a 100% yield; for example, 0.34 means a 34% yield). (1) The reactants are [C:1]1([CH2:7][O:8][C:9]([N:11]2[CH2:16][CH2:15][CH2:14][C@H:13]([C:17]([OH:19])=O)[CH2:12]2)=[O:10])[CH:6]=[CH:5][CH:4]=[CH:3][CH:2]=1.[NH2:20][CH2:21][CH2:22][NH:23][C:24](=[O:30])[O:25][C:26]([CH3:29])([CH3:28])[CH3:27].CN(C(ON1N=NC2C=CC=CC1=2)=[N+](C)C)C.F[P-](F)(F)(F)(F)F.CCN(C(C)C)C(C)C. The catalyst is C(Cl)Cl. The product is [CH3:29][C:26]([O:25][C:24]([NH:23][CH2:22][CH2:21][NH:20][C:17]([C@H:13]1[CH2:14][CH2:15][CH2:16][N:11]([C:9]([O:8][CH2:7][C:1]2[CH:2]=[CH:3][CH:4]=[CH:5][CH:6]=2)=[O:10])[CH2:12]1)=[O:19])=[O:30])([CH3:27])[CH3:28]. The yield is 0.730. (2) The reactants are [CH2:1]([N:3]1[C:8]2[CH:9]=[C:10]([N:13](OC)[CH3:14])[N:11]=[CH:12][C:7]=2[CH2:6][N:5]([C:17]2[CH:22]=[C:21]([N+:23]([O-])=O)[C:20]([F:26])=[CH:19][C:18]=2[CH3:27])[C:4]1=[O:28])[CH3:2].[H][H]. The catalyst is CO.[Pd]. The product is [NH2:23][C:21]1[C:20]([F:26])=[CH:19][C:18]([CH3:27])=[C:17]([N:5]2[CH2:6][C:7]3[CH:12]=[N:11][C:10]([NH:13][CH3:14])=[CH:9][C:8]=3[N:3]([CH2:1][CH3:2])[C:4]2=[O:28])[CH:22]=1. The yield is 0.780.